This data is from Full USPTO retrosynthesis dataset with 1.9M reactions from patents (1976-2016). The task is: Predict the reactants needed to synthesize the given product. (1) Given the product [C:1]([O:5][C:6]([C:8]1[O:9][C:10]2[CH:16]=[C:15]([O:17][S:20]([C:19]([F:32])([F:31])[F:18])(=[O:22])=[O:21])[CH:14]=[CH:13][C:11]=2[CH:12]=1)=[O:7])([CH3:4])([CH3:2])[CH3:3], predict the reactants needed to synthesize it. The reactants are: [C:1]([O:5][C:6]([C:8]1[O:9][C:10]2[CH:16]=[C:15]([OH:17])[CH:14]=[CH:13][C:11]=2[CH:12]=1)=[O:7])([CH3:4])([CH3:3])[CH3:2].[F:18][C:19]([F:32])([F:31])[S:20](O[S:20]([C:19]([F:32])([F:31])[F:18])(=[O:22])=[O:21])(=[O:22])=[O:21]. (2) Given the product [CH2:20]([O:22][C:23](=[O:39])[C:24]1([O:11][C:12]([F:15])([F:14])[F:13])[CH:29]=[CH:28][C:27]([CH:34]([OH:37])[CH2:35][OH:36])=[CH:26][CH:25]1[NH2:38])[CH3:21], predict the reactants needed to synthesize it. The reactants are: C(OC(=O)C1C=C([O:11][C:12]([F:15])([F:14])[F:13])C(C=C)=CC=1N)C.[CH2:20]([O:22][C:23](=[O:39])[C:24]1[CH:29]=[C:28](C(F)(F)F)[C:27]([CH:34]([OH:37])[CH2:35][OH:36])=[CH:26][C:25]=1[NH2:38])[CH3:21]. (3) Given the product [OH:1][C:2]1([CH3:13])[CH2:5][N:4]([C:6]([O:8][C:9]([CH3:12])([CH3:11])[CH3:10])=[O:7])[CH2:3]1, predict the reactants needed to synthesize it. The reactants are: [O:1]=[C:2]1[CH2:5][N:4]([C:6]([O:8][C:9]([CH3:12])([CH3:11])[CH3:10])=[O:7])[CH2:3]1.[CH2:13]1COCC1.C[Mg]Br.C1COCC1.O. (4) Given the product [CH3:17][C:14]([CH3:15])([CH3:16])[CH2:13][NH:12][C:10]([C:8]1[CH:9]=[C:4]([C:2]([NH2:1])=[O:3])[C:5]([C:18]2[C:23]([CH3:24])=[C:22]([F:25])[CH:21]=[C:20]([C:26]([NH:60][C@@H:61]([CH3:64])[CH2:62][OH:63])=[O:28])[CH:19]=2)=[CH:6][CH:7]=1)=[O:11], predict the reactants needed to synthesize it. The reactants are: [NH2:1][C:2]([C:4]1[CH:9]=[C:8]([C:10]([NH:12][CH2:13][C:14]([CH3:17])([CH3:16])[CH3:15])=[O:11])[CH:7]=[CH:6][C:5]=1[C:18]1[C:23]([CH3:24])=[C:22]([F:25])[CH:21]=[C:20]([C:26]([OH:28])=O)[CH:19]=1)=[O:3].CN(C(ON1N=NC2C=CC=CC1=2)=[N+](C)C)C.F[P-](F)(F)(F)(F)F.CCN(CC)CC.[NH2:60][C@@H:61]([CH3:64])[CH2:62][OH:63]. (5) The reactants are: Cl.[NH2:2][C@@H:3]1[C:17](=[O:18])[N:16]2[CH2:19][C@H:20]([O:22][C:23]3[N:24]=[C:25]4[C:30](=[C:31]5[C:36]=3[CH:35]=[CH:34][CH:33]=[CH:32]5)[CH:29]=[CH:28][C:27]([F:37])=[CH:26]4)[CH2:21][C@H:15]2[C:14](=[O:38])[NH:13][C@:12]2([C:40]([O:42][CH2:43][CH3:44])=[O:41])[CH2:39][C@H:11]2[CH:10]=[CH:9][CH2:8][CH2:7][CH2:6][CH2:5][CH2:4]1.CN1CCOCC1.[CH3:52][C:53]1[O:57][N:56]=[C:55]([C:58](O)=[O:59])[CH:54]=1.CN(C(ON1N=NC2C=CC=NC1=2)=[N+](C)C)C.F[P-](F)(F)(F)(F)F. Given the product [F:37][C:27]1[CH:28]=[CH:29][C:30]2[C:25]([CH:26]=1)=[N:24][C:23]([O:22][C@H:20]1[CH2:19][N:16]3[C:17](=[O:18])[C@@H:3]([NH:2][C:58]([C:55]4[CH:54]=[C:53]([CH3:52])[O:57][N:56]=4)=[O:59])[CH2:4][CH2:5][CH2:6][CH2:7][CH2:8][CH:9]=[CH:10][C@@H:11]4[CH2:39][C@@:12]4([C:40]([O:42][CH2:43][CH3:44])=[O:41])[NH:13][C:14](=[O:38])[C@@H:15]3[CH2:21]1)=[C:36]1[C:31]=2[CH:32]=[CH:33][CH:34]=[CH:35]1, predict the reactants needed to synthesize it.